From a dataset of Reaction yield outcomes from USPTO patents with 853,638 reactions. Predict the reaction yield, written as a fraction of the theoretical maximum amount of product (1.0 means a 100% yield; for example, 0.34 means a 34% yield). (1) The reactants are C([O:5][C:6]([NH:8][C@@H:9]([CH3:37])[C:10]([N:12]1[C@H:24](C(OC)=O)[CH2:23][C:22]2[C:21]3[C:16](=[CH:17][C:18]([O:31][CH3:32])=[C:19]([O:29][CH3:30])[CH:20]=3)[NH:15][C:14]=2[C@@H:13]1[CH2:33][CH:34]([CH3:36])[CH3:35])=[O:11])=O)(C)(C)C.C([C@H]1C2NC3C=C(OC)C(OC)=CC=3C=2C[C@H]2C(=O)N[C@@H](C)C(=O)N12)C(C)C. No catalyst specified. The product is [CH2:33]([C@H:13]1[C:14]2[NH:15][C:16]3[CH:17]=[C:18]([O:31][CH3:32])[C:19]([O:29][CH3:30])=[CH:20][C:21]=3[C:22]=2[CH2:23][C@@H:24]2[C:6](=[O:5])[NH:8][C@@H:9]([CH3:37])[C:10](=[O:11])[N:12]12)[CH:34]([CH3:36])[CH3:35]. The yield is 0.436. (2) The reactants are [OH:1][C:2]1[CH:7]=[CH:6][C:5]([C@H:8]([CH2:14][CH2:15][CH3:16])[CH2:9][C:10]([O:12][CH3:13])=[O:11])=[CH:4][CH:3]=1.[Br:17]Br. The catalyst is CC(O)=O. The product is [Br:17][C:7]1[CH:6]=[C:5]([C@H:8]([CH2:14][CH2:15][CH3:16])[CH2:9][C:10]([O:12][CH3:13])=[O:11])[CH:4]=[CH:3][C:2]=1[OH:1]. The yield is 0.908. (3) The reactants are [BH4-].[Na+].[C:3]1([S:9]([N:12]2[C:20]3[C:15](=[CH:16][C:17]([C:21](=O)[CH3:22])=[CH:18][CH:19]=3)[CH2:14][CH2:13]2)(=[O:11])=[O:10])[CH:8]=[CH:7][CH:6]=[CH:5][CH:4]=1.O.[OH-].[Na+]. The catalyst is C(O)(C(F)(F)F)=O. The product is [CH2:21]([C:17]1[CH:16]=[C:15]2[C:20](=[CH:19][CH:18]=1)[N:12]([S:9]([C:3]1[CH:8]=[CH:7][CH:6]=[CH:5][CH:4]=1)(=[O:11])=[O:10])[CH2:13][CH2:14]2)[CH3:22]. The yield is 0.470. (4) The reactants are [NH:1]1[C:9]2[C:4](=[CH:5][CH:6]=[CH:7][CH:8]=2)[CH2:3][C:2]1=[O:10].[CH2:11](O)[CH2:12][OH:13]. The catalyst is [Ni]. The product is [OH:13][CH2:12][CH2:11][CH:3]1[C:4]2[C:9](=[CH:8][CH:7]=[CH:6][CH:5]=2)[NH:1][C:2]1=[O:10]. The yield is 0.700. (5) The reactants are F[C:2]1[CH:9]=[C:8]([O:10][CH3:11])[CH:7]=[CH:6][C:3]=1[CH:4]=[O:5].[Cl:12][C:13]1[CH:14]=[C:15]([OH:19])[CH:16]=[CH:17][CH:18]=1.C([O-])([O-])=O.[K+].[K+]. The catalyst is CS(C)=O. The product is [Cl:12][C:13]1[CH:14]=[C:15]([CH:16]=[CH:17][CH:18]=1)[O:19][C:2]1[CH:9]=[C:8]([O:10][CH3:11])[CH:7]=[CH:6][C:3]=1[CH:4]=[O:5]. The yield is 0.990.